The task is: Regression. Given two drug SMILES strings and cell line genomic features, predict the synergy score measuring deviation from expected non-interaction effect.. This data is from NCI-60 drug combinations with 297,098 pairs across 59 cell lines. (1) Drug 1: C1=C(C(=O)NC(=O)N1)N(CCCl)CCCl. Drug 2: CS(=O)(=O)CCNCC1=CC=C(O1)C2=CC3=C(C=C2)N=CN=C3NC4=CC(=C(C=C4)OCC5=CC(=CC=C5)F)Cl. Cell line: MOLT-4. Synergy scores: CSS=68.5, Synergy_ZIP=8.31, Synergy_Bliss=6.25, Synergy_Loewe=-1.20, Synergy_HSA=5.18. (2) Cell line: A498. Drug 1: CC12CCC3C(C1CCC2O)C(CC4=C3C=CC(=C4)O)CCCCCCCCCS(=O)CCCC(C(F)(F)F)(F)F. Synergy scores: CSS=-1.31, Synergy_ZIP=0.706, Synergy_Bliss=0.747, Synergy_Loewe=-1.01, Synergy_HSA=-0.871. Drug 2: C1CN(P(=O)(OC1)NCCCl)CCCl.